Dataset: NCI-60 drug combinations with 297,098 pairs across 59 cell lines. Task: Regression. Given two drug SMILES strings and cell line genomic features, predict the synergy score measuring deviation from expected non-interaction effect. Drug 1: CCC1=CC2CC(C3=C(CN(C2)C1)C4=CC=CC=C4N3)(C5=C(C=C6C(=C5)C78CCN9C7C(C=CC9)(C(C(C8N6C)(C(=O)OC)O)OC(=O)C)CC)OC)C(=O)OC.C(C(C(=O)O)O)(C(=O)O)O. Drug 2: CC12CCC3C(C1CCC2OP(=O)(O)O)CCC4=C3C=CC(=C4)OC(=O)N(CCCl)CCCl.[Na+]. Cell line: NCI-H460. Synergy scores: CSS=51.0, Synergy_ZIP=-0.547, Synergy_Bliss=-0.523, Synergy_Loewe=-53.4, Synergy_HSA=0.368.